The task is: Predict the reactants needed to synthesize the given product.. This data is from Full USPTO retrosynthesis dataset with 1.9M reactions from patents (1976-2016). (1) Given the product [Cl:23][C:20]1[CH:21]=[CH:22][C:17]([N:15]2[CH2:16][NH:11][CH2:12][N:13]([C:25](=[O:34])[C:26]3[C:31]([F:32])=[CH:30][CH:29]=[CH:28][C:27]=3[F:33])[C:14]2=[O:24])=[CH:18][CH:19]=1, predict the reactants needed to synthesize it. The reactants are: C(OC([N:11]1[CH2:16][N:15]([C:17]2[CH:22]=[CH:21][C:20]([Cl:23])=[CH:19][CH:18]=2)[C:14](=[O:24])[N:13]([C:25](=[O:34])[C:26]2[C:31]([F:32])=[CH:30][CH:29]=[CH:28][C:27]=2[F:33])[CH2:12]1)=O)C1C=CC=CC=1. (2) Given the product [Cl:1][C:2]1[C:7]([CH3:8])=[CH:6][N:5]=[C:4]([CH2:10][S:24][C:25]2[NH:29][C:28]3[CH:30]=[CH:31][CH:32]=[CH:33][C:27]=3[N:26]=2)[C:3]=1[CH3:11], predict the reactants needed to synthesize it. The reactants are: [Cl:1][C:2]1[C:7]([CH3:8])=[CH:6][N+:5]([O-])=[C:4]([CH3:10])[C:3]=1[CH3:11].[Cl-].[Li+].CS(Cl)(=O)=O.C(=O)([O-])O.[Na+].[SH:24][C:25]1[NH:26][C:27]2[CH:33]=[CH:32][CH:31]=[CH:30][C:28]=2[N:29]=1.C(N(CC)CC)C. (3) Given the product [Cl:27][C:21]1[CH:20]=[C:19]([C:16]2[CH:17]=[CH:18][N:14]([CH2:13][C@@H:12]([NH:11][C:8]([C:6]3[N:7]=[C:3]([CH2:2][Cl:1])[O:4][CH:5]=3)=[O:10])[CH3:28])[N:15]=2)[CH:26]=[CH:25][C:22]=1[C:23]#[N:24], predict the reactants needed to synthesize it. The reactants are: [Cl:1][CH2:2][C:3]1[O:4][CH:5]=[C:6]([C:8]([OH:10])=O)[N:7]=1.[NH2:11][C@@H:12]([CH3:28])[CH2:13][N:14]1[CH:18]=[CH:17][C:16]([C:19]2[CH:26]=[CH:25][C:22]([C:23]#[N:24])=[C:21]([Cl:27])[CH:20]=2)=[N:15]1. (4) Given the product [N:1]1[C:10]2[C:5](=[CH:6][CH:7]=[C:8]3[CH:14]=[CH:13][CH:12]=[CH:11][C:9]3=2)[CH:4]=[CH:3][C:2]=1[CH:15]([NH2:22])[CH3:16], predict the reactants needed to synthesize it. The reactants are: [N:1]1[C:10]2[C:5](=[CH:6][CH:7]=[C:8]3[CH:14]=[CH:13][CH:12]=[CH:11][C:9]3=2)[CH:4]=[CH:3][C:2]=1[C:15](=O)[CH3:16].C([O-])(=O)C.[NH4+:22].N.O.[OH-].[Na+]. (5) Given the product [CH3:15][N:16]([CH:18]=[C:7]1[CH2:6][CH2:5][N:4]([C:8]([O:10][C:11]([CH3:14])([CH3:13])[CH3:12])=[O:9])[CH2:3][C:2]1=[O:1])[CH3:17], predict the reactants needed to synthesize it. The reactants are: [O:1]=[C:2]1[CH2:7][CH2:6][CH2:5][N:4]([C:8]([O:10][C:11]([CH3:14])([CH3:13])[CH3:12])=[O:9])[CH2:3]1.[CH3:15][N:16]([CH:18](OC)OC)[CH3:17]. (6) Given the product [N+:1]([C:4]1[CH:5]=[CH:6][C:7]([C:10]2[CH:11]=[CH:12][C:13]([C:16]([N:19]3[CH2:23][CH2:22][CH2:21][C@H:20]3[CH2:24][N:25]3[CH2:29][CH2:28][CH2:27][CH2:26]3)=[O:18])=[CH:14][CH:15]=2)=[CH:8][CH:9]=1)([O-:3])=[O:2], predict the reactants needed to synthesize it. The reactants are: [N+:1]([C:4]1[CH:9]=[CH:8][C:7]([C:10]2[CH:15]=[CH:14][C:13]([C:16]([OH:18])=O)=[CH:12][CH:11]=2)=[CH:6][CH:5]=1)([O-:3])=[O:2].[NH:19]1[CH2:23][CH2:22][CH2:21][C@H:20]1[CH2:24][N:25]1[CH2:29][CH2:28][CH2:27][CH2:26]1.F[P-](F)(F)(F)(F)F.Br[P+](N1CCCC1)(N1CCCC1)N1CCCC1.C(N(CC)CC)C.